Task: Predict the product of the given reaction.. Dataset: Forward reaction prediction with 1.9M reactions from USPTO patents (1976-2016) (1) Given the reactants [CH3:1][N:2]1[C:10]([CH3:11])=[C:9]2[C:4]([CH:5]=[CH:6][C:7]([N:12]3[CH:17]=[CH:16][C:15]([CH2:18][OH:19])=[CH:14][C:13]3=[O:20])=[CH:8]2)=[N:3]1.C(N(CC)CC)C.[CH3:28][S:29](Cl)(=[O:31])=[O:30], predict the reaction product. The product is: [CH3:28][S:29]([O:19][CH2:18][C:15]1[CH:16]=[CH:17][N:12]([C:7]2[CH:6]=[CH:5][C:4]3[C:9](=[C:10]([CH3:11])[N:2]([CH3:1])[N:3]=3)[CH:8]=2)[C:13](=[O:20])[CH:14]=1)(=[O:31])=[O:30]. (2) Given the reactants [NH2:1][C:2]1[CH:7]=[CH:6][C:5]([Cl:8])=[CH:4][C:3]=1[CH2:9][N:10]1[CH:14]=[C:13]([CH3:15])[CH:12]=[C:11]1[C:16]([O:18]CC)=O.CC(C)([O-])C.[K+], predict the reaction product. The product is: [Cl:8][C:5]1[CH:6]=[CH:7][C:2]2[NH:1][C:16](=[O:18])[C:11]3=[CH:12][C:13]([CH3:15])=[CH:14][N:10]3[CH2:9][C:3]=2[CH:4]=1. (3) Given the reactants [Br:1][C:2]1[CH:7]=[CH:6][C:5]([F:8])=[C:4](I)[CH:3]=1.C([Mg]Cl)(C)C.[CH2:15]([O:18][CH2:19][C:20](N(OC)C)=[O:21])[CH:16]=[CH2:17].[NH4+].[Cl-], predict the reaction product. The product is: [CH2:15]([O:18][CH2:19][C:20]([C:4]1[CH:3]=[C:2]([Br:1])[CH:7]=[CH:6][C:5]=1[F:8])=[O:21])[CH:16]=[CH2:17]. (4) Given the reactants [CH3:1][C:2]1([CH3:10])[CH2:7][CH2:6][CH2:5][CH2:4][CH:3]1[CH:8]=O.[F:11][C:12]1[CH:13]=[C:14]([CH:16]=[CH:17][CH:18]=1)[NH2:15].C(O)(=O)C.C([BH3-])#N.[Na+], predict the reaction product. The product is: [CH3:1][C:2]1([CH3:10])[CH2:7][CH2:6][CH2:5][CH2:4][CH:3]1[CH2:8][NH:15][C:14]1[CH:16]=[CH:17][CH:18]=[C:12]([F:11])[CH:13]=1. (5) Given the reactants [Cl:1][C:2]1[CH:3]=[C:4]([CH:13]=[CH:14][C:15]=1[Cl:16])[CH2:5][N:6]([CH3:12])[CH2:7][CH2:8][C:9](=O)[CH3:10].Cl.[NH2:18][OH:19], predict the reaction product. The product is: [Cl:1][C:2]1[CH:3]=[C:4]([CH:13]=[CH:14][C:15]=1[Cl:16])[CH2:5][N:6]([CH3:12])[CH2:7][CH2:8][C:9](=[N:18][OH:19])[CH3:10]. (6) Given the reactants [Cl:1][C:2]1[CH:7]=[CH:6][CH:5]=[C:4]([Cl:8])[C:3]=1[C:9]1[C:13]([CH2:14][O:15][C:16]2[N:21]=[C:20]([C:22]([F:25])([F:24])[F:23])[C:19]([NH2:26])=[CH:18][CH:17]=2)=[C:12]([CH:27]([CH3:29])[CH3:28])[O:11][N:10]=1.C(N(CC)CC)C.[C:37]([C:39]1[CH:47]=[CH:46][C:42]([C:43](Cl)=[O:44])=[CH:41][CH:40]=1)#[N:38], predict the reaction product. The product is: [C:37]([C:39]1[CH:47]=[CH:46][C:42]([C:43]([NH:26][C:19]2[C:20]([C:22]([F:25])([F:23])[F:24])=[N:21][C:16]([O:15][CH2:14][C:13]3[C:9]([C:3]4[C:2]([Cl:1])=[CH:7][CH:6]=[CH:5][C:4]=4[Cl:8])=[N:10][O:11][C:12]=3[CH:27]([CH3:29])[CH3:28])=[CH:17][CH:18]=2)=[O:44])=[CH:41][CH:40]=1)#[N:38].